This data is from Forward reaction prediction with 1.9M reactions from USPTO patents (1976-2016). The task is: Predict the product of the given reaction. (1) The product is: [C:1]([O:5][C:6](=[O:19])[CH2:7][C@@:8]1([CH2:15][NH2:16])[CH2:14][C@@H:13]2[C@H:9]1[CH:10]=[CH:11][CH2:12]2)([CH3:2])([CH3:4])[CH3:3]. Given the reactants [C:1]([O:5][C:6](=[O:19])[CH2:7][C@@:8]1([CH2:15][N+:16]([O-])=O)[CH2:14][C@@H:13]2[C@H:9]1[CH:10]=[CH:11][CH2:12]2)([CH3:4])([CH3:3])[CH3:2].[Cl-].[NH4+], predict the reaction product. (2) Given the reactants [C:1]([CH2:3][C:4]([NH:6][C:7]1[CH:12]=[CH:11][C:10]([CH2:13][CH2:14][CH2:15][C:16]2[CH:25]=[CH:24][C:19]([C:20]([O:22][CH3:23])=[O:21])=[CH:18][CH:17]=2)=[CH:9][CH:8]=1)=[O:5])#[N:2].[C:26]1(=O)[CH2:31][CH2:30][CH2:29][CH2:28][CH2:27]1.N1CCOCC1, predict the reaction product. The product is: [C:1]([C:3](=[C:26]1[CH2:31][CH2:30][CH2:29][CH2:28][CH2:27]1)[C:4]([NH:6][C:7]1[CH:8]=[CH:9][C:10]([CH2:13][CH2:14][CH2:15][C:16]2[CH:17]=[CH:18][C:19]([C:20]([O:22][CH3:23])=[O:21])=[CH:24][CH:25]=2)=[CH:11][CH:12]=1)=[O:5])#[N:2]. (3) The product is: [Cl:17][C:9]1[CH:8]=[C:7]2[C:12]([C:13](=[O:16])[C:14]([CH3:15])=[C:5]([C:3]([OH:4])=[O:2])[N:6]2[C:18]2[CH:23]=[CH:22][CH:21]=[CH:20][CH:19]=2)=[CH:11][CH:10]=1. Given the reactants C[O:2][C:3]([C:5]1[N:6]([C:18]2[CH:23]=[CH:22][CH:21]=[CH:20][CH:19]=2)[C:7]2[C:12]([C:13](=[O:16])[C:14]=1[CH3:15])=[CH:11][CH:10]=[C:9]([Cl:17])[CH:8]=2)=[O:4].[OH-].[Na+].O1CCOCC1, predict the reaction product. (4) Given the reactants [C:1]([O:4][CH2:5][O:6][C:7]1[C:8]([C:15]([NH:17][C@H:18]2[CH2:26][O:25][C:24](=[O:27])[C@H:23]([CH2:28][C:29]3[CH:34]=[CH:33][CH:32]=[CH:31][CH:30]=3)[C@@H:22]([OH:35])[C@H:21]([CH3:36])[O:20][C:19]2=[O:37])=[O:16])=[N:9][CH:10]=[CH:11][C:12]=1[O:13][CH3:14])(=[O:3])[CH3:2].[CH:38]1[CH:43]=CC(P(C2C=CC=CC=2)CCCCP(C2C=CC=CC=2)C2C=CC=CC=2)=C[CH:39]=1, predict the reaction product. The product is: [C:1]([O:4][CH2:5][O:6][C:7]1[C:8]([C:15]([NH:17][C@H:18]2[CH2:26][O:25][C:24](=[O:27])[C@H:23]([CH2:28][C:29]3[CH:30]=[CH:31][CH:32]=[CH:33][CH:34]=3)[C@@H:22]([O:35][CH2:43][CH:38]=[CH2:39])[C@H:21]([CH3:36])[O:20][C:19]2=[O:37])=[O:16])=[N:9][CH:10]=[CH:11][C:12]=1[O:13][CH3:14])(=[O:3])[CH3:2]. (5) Given the reactants C[O:2][C:3](=O)[CH:4]([N:9]([CH2:18][C:19]1[CH:24]=[CH:23][C:22]([F:25])=[C:21]([Cl:26])[CH:20]=1)[C:10](=[O:17])[CH2:11][C:12]([O:14][CH2:15][CH3:16])=[O:13])[C:5]([CH3:8])([CH3:7])[CH3:6].CC[O-].[Na+], predict the reaction product. The product is: [CH2:15]([O:14][C:12]([C:11]1[C:10](=[O:17])[N:9]([CH2:18][C:19]2[CH:24]=[CH:23][C:22]([F:25])=[C:21]([Cl:26])[CH:20]=2)[CH:4]([C:5]([CH3:7])([CH3:8])[CH3:6])[C:3]=1[OH:2])=[O:13])[CH3:16]. (6) Given the reactants [CH:1]1([CH2:6][C@@H:7]([C:20]([NH:22][NH:23][C:24]2[C:29]([F:30])=[C:28]([N:31]3[CH2:36][CH2:35][N:34]([CH3:37])[CH2:33][CH2:32]3)[N:27]=[C:26]([CH2:38][CH3:39])[N:25]=2)=[O:21])[CH2:8][N:9]([O:12]CC2C=CC=CC=2)[CH:10]=[O:11])[CH2:5][CH2:4][CH2:3][CH2:2]1, predict the reaction product. The product is: [CH:1]1([CH2:6][C@@H:7]([C:20]([NH:22][NH:23][C:24]2[C:29]([F:30])=[C:28]([N:31]3[CH2:36][CH2:35][N:34]([CH3:37])[CH2:33][CH2:32]3)[N:27]=[C:26]([CH2:38][CH3:39])[N:25]=2)=[O:21])[CH2:8][N:9]([OH:12])[CH:10]=[O:11])[CH2:5][CH2:4][CH2:3][CH2:2]1. (7) The product is: [C:12]([C:14]1[CH:19]=[CH:18][C:17]([C:2]2[CH:3]=[CH:4][C:5]([OH:11])=[C:6]([C:7]([OH:9])=[O:8])[CH:10]=2)=[CH:16][CH:15]=1)#[N:13]. Given the reactants Cl[C:2]1[CH:3]=[CH:4][C:5]([OH:11])=[C:6]([CH:10]=1)[C:7]([OH:9])=[O:8].[C:12]([C:14]1[CH:19]=[CH:18][C:17](B(O)O)=[CH:16][CH:15]=1)#[N:13].C([O-])([O-])=O.[K+].[K+], predict the reaction product.